Task: Predict which catalyst facilitates the given reaction.. Dataset: Catalyst prediction with 721,799 reactions and 888 catalyst types from USPTO Reactant: C([O:3][C:4](=O)[CH2:5][S:6][C:7]1[N:8]([C:24]2[CH:29]=[CH:28][CH:27]=[C:26]([F:30])[CH:25]=2)[C:9](=[O:23])[C:10]2[C:15]([C:16]3[CH:21]=[CH:20][CH:19]=[CH:18][C:17]=3[F:22])=[CH:14][S:13][C:11]=2[N:12]=1)C.[NH3:32]. Product: [F:30][C:26]1[CH:25]=[C:24]([N:8]2[C:9](=[O:23])[C:10]3[C:15]([C:16]4[CH:21]=[CH:20][CH:19]=[CH:18][C:17]=4[F:22])=[CH:14][S:13][C:11]=3[N:12]=[C:7]2[S:6][CH2:5][C:4]([NH2:32])=[O:3])[CH:29]=[CH:28][CH:27]=1. The catalyst class is: 8.